From a dataset of Full USPTO retrosynthesis dataset with 1.9M reactions from patents (1976-2016). Predict the reactants needed to synthesize the given product. The reactants are: [CH:1]([N:4]1[CH2:9][CH2:8][N:7]([C:10]2[CH:18]=[CH:17][C:16]([N+:19]([O-])=O)=[C:15]3[C:11]=2[CH2:12][N:13]([CH3:23])[C:14]3=[O:22])[CH2:6][CH2:5]1)([CH3:3])[CH3:2].Cl.[OH-].[Na+]. Given the product [NH2:19][C:16]1[CH:17]=[CH:18][C:10]([N:7]2[CH2:6][CH2:5][N:4]([CH:1]([CH3:3])[CH3:2])[CH2:9][CH2:8]2)=[C:11]2[C:15]=1[C:14](=[O:22])[N:13]([CH3:23])[CH2:12]2, predict the reactants needed to synthesize it.